This data is from Reaction yield outcomes from USPTO patents with 853,638 reactions. The task is: Predict the reaction yield, written as a fraction of the theoretical maximum amount of product (1.0 means a 100% yield; for example, 0.34 means a 34% yield). (1) The product is [CH3:1][O:2][C:3](=[O:25])[CH:4]([CH3:5])[CH2:9][C@H:10]1[CH2:14][C:13](=[O:15])[N:12]([C@H:16]([C:18]2[CH:19]=[CH:20][CH:21]=[CH:22][CH:23]=2)[CH3:17])[CH2:11]1. The catalyst is O. The reactants are [CH3:1][O:2][C:3](=[O:25])[C:4](C)([CH2:9][C@H:10]1[CH2:14][C:13](=[O:15])[N:12]([C@H:16]([C:18]2[CH:23]=[CH:22][CH:21]=[CH:20][CH:19]=2)[CH3:17])[CH2:11]1)[C:5](OC)=O.[Na+].[Cl-].CS(C)=O. The yield is 0.400. (2) The reactants are [NH2:1][C@@H:2]([CH:8]([CH3:10])[CH3:9])[CH:3]([OH:7])[C:4]([OH:6])=[O:5].[OH-].[Na+].O1CCOCC1.Cl[C:20]([O:22][CH2:23][C:24]1[CH:29]=[CH:28][CH:27]=[CH:26][CH:25]=1)=[O:21]. The catalyst is O. The product is [CH2:23]([O:22][C:20]([NH:1][C@@H:2]([CH:8]([CH3:10])[CH3:9])[CH:3]([OH:7])[C:4]([OH:6])=[O:5])=[O:21])[C:24]1[CH:29]=[CH:28][CH:27]=[CH:26][CH:25]=1. The yield is 0.920.